This data is from Full USPTO retrosynthesis dataset with 1.9M reactions from patents (1976-2016). The task is: Predict the reactants needed to synthesize the given product. Given the product [ClH:23].[CH3:18][C:19]1[CH:27]=[CH:26][CH:25]=[C:24]([CH3:28])[C:20]=1[C:21]([NH:17][CH:14]1[CH2:15][CH2:16][N:11]([C:9]2[C:10]3[C:2]([CH3:1])=[CH:3][NH:4][C:5]=3[N:6]=[CH:7][N:8]=2)[CH2:12][CH2:13]1)=[O:22], predict the reactants needed to synthesize it. The reactants are: [CH3:1][C:2]1[C:10]2[C:9]([N:11]3[CH2:16][CH2:15][CH:14]([NH2:17])[CH2:13][CH2:12]3)=[N:8][CH:7]=[N:6][C:5]=2[NH:4][CH:3]=1.[CH3:18][C:19]1[CH:27]=[CH:26][CH:25]=[C:24]([CH3:28])[C:20]=1[C:21]([Cl:23])=[O:22].C(N(CC)C(C)C)(C)C.